Task: Regression/Classification. Given a drug SMILES string, predict its absorption, distribution, metabolism, or excretion properties. Task type varies by dataset: regression for continuous measurements (e.g., permeability, clearance, half-life) or binary classification for categorical outcomes (e.g., BBB penetration, CYP inhibition). Dataset: cyp1a2_veith.. Dataset: CYP1A2 inhibition data for predicting drug metabolism from PubChem BioAssay The drug is COCC(=O)N/N=C/c1ccc(Sc2nc3ccccc3s2)o1. The result is 1 (inhibitor).